From a dataset of Full USPTO retrosynthesis dataset with 1.9M reactions from patents (1976-2016). Predict the reactants needed to synthesize the given product. (1) Given the product [Cl:1][C:2]1[CH:7]=[C:6]([NH:8][C:28](=[O:29])[CH2:27][C:24](=[O:26])[CH3:25])[CH:5]=[CH:4][C:3]=1[NH:9][C:10]([CH3:23])([CH3:22])[CH2:11][C:12]1[CH:21]=[CH:20][C:19]2[C:14](=[CH:15][CH:16]=[CH:17][CH:18]=2)[CH:13]=1, predict the reactants needed to synthesize it. The reactants are: [Cl:1][C:2]1[CH:7]=[C:6]([NH2:8])[CH:5]=[CH:4][C:3]=1[NH:9][C:10]([CH3:23])([CH3:22])[CH2:11][C:12]1[CH:21]=[CH:20][C:19]2[C:14](=[CH:15][CH:16]=[CH:17][CH:18]=2)[CH:13]=1.[C:24]([CH:27]=[C:28]=[O:29])(=[O:26])[CH3:25]. (2) Given the product [I-:40].[CH:1]1([CH2:4][N@@+:5]2([CH3:39])[CH2:23][CH2:22][C@:12]34[C:13]5[C:14]6[O:21][C@H:11]3[C:10](=[O:24])[CH2:9][CH2:8][C@@:7]4([O:25][CH2:26][C:27]3[CH:32]=[CH:31][CH:30]=[CH:29][C:28]=3[C:33]3[CH:38]=[CH:37][CH:36]=[CH:35][CH:34]=3)[C@H:6]2[CH2:19][C:18]=5[CH:17]=[CH:16][C:15]=6[OH:20])[CH2:3][CH2:2]1, predict the reactants needed to synthesize it. The reactants are: [CH:1]1([CH2:4][N:5]2[CH2:23][CH2:22][C@:12]34[C:13]5[C:14]6[O:21][C@H:11]3[C:10](=[O:24])[CH2:9][CH2:8][C@@:7]4([O:25][CH2:26][C:27]3[CH:32]=[CH:31][CH:30]=[CH:29][C:28]=3[C:33]3[CH:38]=[CH:37][CH:36]=[CH:35][CH:34]=3)[C@H:6]2[CH2:19][C:18]=5[CH:17]=[CH:16][C:15]=6[OH:20])[CH2:3][CH2:2]1.[CH3:39][I:40]. (3) Given the product [C:1]([C:5]1[CH:10]=[CH:9][C:8]([S:11]([NH:15][CH2:16][C:17]2[CH:18]=[C:19]([CH:23]=[CH:24][CH:25]=2)[C:20]([OH:22])=[O:21])(=[O:13])=[O:12])=[CH:7][CH:6]=1)([CH3:4])([CH3:3])[CH3:2], predict the reactants needed to synthesize it. The reactants are: [C:1]([C:5]1[CH:10]=[CH:9][C:8]([S:11](Cl)(=[O:13])=[O:12])=[CH:7][CH:6]=1)([CH3:4])([CH3:3])[CH3:2].[NH2:15][CH2:16][C:17]1[CH:18]=[C:19]([CH:23]=[CH:24][CH:25]=1)[C:20]([OH:22])=[O:21].Cl. (4) Given the product [OH:35][CH2:12][CH2:13][CH2:14][CH2:15][CH2:17][CH2:18][CH2:19][CH2:20][C:6]1([CH2:24][CH2:25][CH2:26][CH2:27][CH2:28][CH2:29][CH2:30][CH2:31][OH:32])[C:3]2[CH:4]=[CH:5][S:1][C:2]=2[C:8]2[S:9][CH:10]=[CH:11][C:7]1=2, predict the reactants needed to synthesize it. The reactants are: [S:1]1[CH2:5][CH:4]=[C:3]2[CH:6]=[C:7]3[CH:11]=[CH:10][S:9][C:8]3=[C:2]12.[CH2:12]([Li])[CH2:13][CH2:14][CH3:15].[CH3:17][CH2:18][CH2:19][CH2:20]CC.Br[CH2:24][CH2:25][CH2:26][CH2:27][CH2:28][CH2:29][CH2:30][CH2:31][OH:32].[Cl-].[Na+].[OH2:35]. (5) Given the product [CH2:18]([O:11][C:5]1[CH:4]=[CH:3][C:2]([F:1])=[CH:10][C:6]=1[C:7]([O:9][CH2:7][C:6]1[CH:10]=[CH:2][CH:3]=[CH:4][CH:5]=1)=[O:8])[C:19]1[CH:24]=[CH:23][CH:22]=[CH:21][CH:20]=1, predict the reactants needed to synthesize it. The reactants are: [F:1][C:2]1[CH:3]=[CH:4][C:5]([OH:11])=[C:6]([CH:10]=1)[C:7]([OH:9])=[O:8].C([O-])([O-])=O.[K+].[K+].[CH2:18](Br)[C:19]1[CH:24]=[CH:23][CH:22]=[CH:21][CH:20]=1. (6) Given the product [NH2:1][C:2]1[C:11]2[N:10]=[CH:9][C:8]([CH2:12][CH2:13][C:14]3[CH:19]=[CH:18][C:17]([OH:20])=[CH:16][C:15]=3[CH3:24])=[CH:7][C:6]=2[C:5]2[CH:25]=[CH:26][C:27]([CH2:29][CH2:30][C:31]([O:33][CH2:34][CH3:35])=[O:32])=[CH:28][C:4]=2[N:3]=1, predict the reactants needed to synthesize it. The reactants are: [NH2:1][C:2]1[C:11]2[N:10]=[CH:9][C:8]([CH2:12][CH2:13][C:14]3[CH:19]=[CH:18][C:17]([O:20]COC)=[CH:16][C:15]=3[CH3:24])=[CH:7][C:6]=2[C:5]2[CH:25]=[CH:26][C:27]([CH2:29][CH2:30][C:31]([O:33][CH2:34][CH3:35])=[O:32])=[CH:28][C:4]=2[N:3]=1.Cl. (7) Given the product [CH2:1]([O:8][C:9]1[C:36]([CH3:37])=[CH:35][C:12]([C:13]([NH:15][CH2:16][C:17]([C:18]2[CH:23]=[C:22]([CH3:24])[N:21]=[C:20]([CH2:25][CH:26]([CH3:28])[CH3:27])[CH:19]=2)=[O:29])=[O:14])=[CH:11][C:10]=1[CH2:38][CH3:39])[C:2]1[CH:3]=[CH:4][CH:5]=[CH:6][CH:7]=1, predict the reactants needed to synthesize it. The reactants are: [CH2:1]([O:8][C:9]1[C:36]([CH3:37])=[CH:35][C:12]([C:13]([NH:15][CH2:16][C:17](OCC)([O:29]CC)[C:18]2[CH:23]=[C:22]([CH3:24])[N:21]=[C:20]([CH2:25][CH:26]([CH3:28])[CH3:27])[CH:19]=2)=[O:14])=[CH:11][C:10]=1[CH2:38][CH3:39])[C:2]1[CH:7]=[CH:6][CH:5]=[CH:4][CH:3]=1. (8) The reactants are: [CH3:1][N:2]1[C:6]([CH:7](C(OC)=O)[C:8]([O:10][C:11](C)(C)C)=[O:9])=[C:5]([N+:19]([O-:21])=[O:20])[CH:4]=[N:3]1. Given the product [CH3:1][N:2]1[C:6]([CH2:7][C:8]([O:10][CH3:11])=[O:9])=[C:5]([N+:19]([O-:21])=[O:20])[CH:4]=[N:3]1, predict the reactants needed to synthesize it. (9) Given the product [CH2:11]([O:18][C@H:19]1[C@H:24]([O:25][CH2:26][C:27]2[CH:28]=[CH:29][CH:30]=[CH:31][CH:32]=2)[C@@H:23]([O:33][CH2:34][C:35]2[CH:40]=[CH:39][CH:38]=[CH:37][CH:36]=2)[C:22]([C:43]2[CH:48]=[CH:47][C:46]([Cl:49])=[C:45]([CH2:50][C:51]3[CH:60]=[CH:59][C:54]4[O:55][CH2:56][CH2:57][O:58][C:53]=4[CH:52]=3)[CH:44]=2)([O:41][CH3:42])[O:21][C@@H:20]1[CH:61]=[O:62])[C:12]1[CH:17]=[CH:16][CH:15]=[CH:14][CH:13]=1, predict the reactants needed to synthesize it. The reactants are: C(Cl)(=O)C(Cl)=O.CS(C)=O.[CH2:11]([O:18][C@H:19]1[C@H:24]([O:25][CH2:26][C:27]2[CH:32]=[CH:31][CH:30]=[CH:29][CH:28]=2)[C@@H:23]([O:33][CH2:34][C:35]2[CH:40]=[CH:39][CH:38]=[CH:37][CH:36]=2)[C:22]([C:43]2[CH:48]=[CH:47][C:46]([Cl:49])=[C:45]([CH2:50][C:51]3[CH:60]=[CH:59][C:54]4[O:55][CH2:56][CH2:57][O:58][C:53]=4[CH:52]=3)[CH:44]=2)([O:41][CH3:42])[O:21][C@@H:20]1[CH2:61][OH:62])[C:12]1[CH:17]=[CH:16][CH:15]=[CH:14][CH:13]=1.C(N(CC)CC)C.Cl.